This data is from Forward reaction prediction with 1.9M reactions from USPTO patents (1976-2016). The task is: Predict the product of the given reaction. The product is: [F:17][C:14]([F:15])([F:16])[C:11]1[N:10]=[CH:9][C:8]([CH2:3][C:1]#[N:2])=[CH:13][N:12]=1. Given the reactants [C:1]([CH:3]([C:8]1[CH:9]=[N:10][C:11]([C:14]([F:17])([F:16])[F:15])=[N:12][CH:13]=1)C(OC)=O)#[N:2].[Li+].[Cl-], predict the reaction product.